This data is from Forward reaction prediction with 1.9M reactions from USPTO patents (1976-2016). The task is: Predict the product of the given reaction. (1) Given the reactants [CH2:1]([O:8][CH2:9][CH2:10][CH2:11][S:12][C:13]1[N:18]=[CH:17][C:16]([CH:19]2[CH2:24][CH2:23][N:22](C(OC(C)(C)C)=O)[CH2:21][CH:20]2[O:32][CH2:33][C:34]2[CH:43]=[CH:42][C:41]3[C:36](=[CH:37][CH:38]=[CH:39][CH:40]=3)[CH:35]=2)=[CH:15][N:14]=1)[C:2]1[CH:7]=[CH:6][CH:5]=[CH:4][CH:3]=1, predict the reaction product. The product is: [CH2:1]([O:8][CH2:9][CH2:10][CH2:11][S:12][C:13]1[N:14]=[CH:15][C:16]([CH:19]2[CH2:24][CH2:23][NH:22][CH2:21][CH:20]2[O:32][CH2:33][C:34]2[CH:43]=[CH:42][C:41]3[C:36](=[CH:37][CH:38]=[CH:39][CH:40]=3)[CH:35]=2)=[CH:17][N:18]=1)[C:2]1[CH:7]=[CH:6][CH:5]=[CH:4][CH:3]=1. (2) Given the reactants [O:1]([CH2:9][C@@H:10]([N:19]1[CH:24]=[CH:23][C:22]([C:25]2[CH:30]=[CH:29][N:28]=[C:27](S(C)(=O)=O)[N:26]=2)=[CH:21][C:20]1=[O:35])[C:11]1[CH:16]=[CH:15][C:14]([Cl:17])=[C:13]([F:18])[CH:12]=1)[Si:2]([C:5]([CH3:8])([CH3:7])[CH3:6])([CH3:4])[CH3:3].[CH3:36][N:37]1[C:41]([NH2:42])=[CH:40][CH:39]=[N:38]1, predict the reaction product. The product is: [Si:2]([O:1][CH2:9][C@@H:10]([N:19]1[CH:24]=[CH:23][C:22]([C:25]2[CH:30]=[CH:29][N:28]=[C:27]([NH:42][C:41]3[N:37]([CH3:36])[N:38]=[CH:39][CH:40]=3)[N:26]=2)=[CH:21][C:20]1=[O:35])[C:11]1[CH:16]=[CH:15][C:14]([Cl:17])=[C:13]([F:18])[CH:12]=1)([C:5]([CH3:8])([CH3:7])[CH3:6])([CH3:4])[CH3:3]. (3) Given the reactants [O:1]1[CH:5]=[CH:4][C:3](B(O)O)=[CH:2]1.Br[C:10]1[CH:11]=[C:12]2[C:16](=[CH:17][C:18]=1[Cl:19])[N:15]([CH2:20][O:21][CH2:22][CH2:23][Si:24]([CH3:27])([CH3:26])[CH3:25])[N:14]=[C:13]2[NH:28][C:29](=[O:33])[CH2:30][CH2:31][CH3:32].C(=O)([O-])[O-].[Na+].[Na+], predict the reaction product. The product is: [Cl:19][C:18]1[CH:17]=[C:16]2[C:12]([C:13]([NH:28][C:29](=[O:33])[CH2:30][CH2:31][CH3:32])=[N:14][N:15]2[CH2:20][O:21][CH2:22][CH2:23][Si:24]([CH3:27])([CH3:25])[CH3:26])=[CH:11][C:10]=1[C:3]1[CH:4]=[CH:5][O:1][CH:2]=1. (4) Given the reactants [N+:1]([C:4]1[CH:9]=[CH:8][C:7]([NH:10][NH2:11])=[CH:6][CH:5]=1)([O-:3])=[O:2].[OH2:12].[OH:13][C:14]1[C:21](O)=[CH:20][C:17]([CH:18]=O)=[CH:16][CH:15]=1, predict the reaction product. The product is: [N+:1]([C:4]1[CH:5]=[CH:6][C:7]([NH:10][N:11]=[CH:18][C:17]2[CH:20]=[CH:21][C:14]([OH:13])=[CH:15][C:16]=2[OH:12])=[CH:8][CH:9]=1)([O-:3])=[O:2]. (5) The product is: [NH2:12][C:7]1[N:8]=[C:9]([CH3:11])[N:10]=[C:5]([O:4][C:3]2[CH:13]=[CH:14][CH:15]=[CH:16][C:2]=2[C:22]2[CH:21]=[CH:20][C:19]([C:33]3[CH:38]=[N:37][C:36]([NH2:39])=[N:35][CH:34]=3)=[C:18]([F:17])[CH:23]=2)[CH:6]=1. Given the reactants Br[C:2]1[CH:16]=[CH:15][CH:14]=[CH:13][C:3]=1[O:4][C:5]1[N:10]=[C:9]([CH3:11])[N:8]=[C:7]([NH2:12])[CH:6]=1.[F:17][C:18]1[CH:23]=[C:22](B2OC(C)(C)C(C)(C)O2)[CH:21]=[CH:20][C:19]=1[C:33]1[CH:34]=[N:35][C:36]([NH2:39])=[N:37][CH:38]=1, predict the reaction product. (6) Given the reactants [F:1][C:2]1[C:3]([OH:27])=[CH:4][CH:5]=[C:6]2[C:11]=1[C:10]([CH3:13])([CH3:12])[C:9](=[O:14])[C:8]([C:15]([NH:17][CH2:18][C:19]([O:21][C:22]([CH3:25])([CH3:24])[CH3:23])=[O:20])=[O:16])=[C:7]2[OH:26].C([O-])([O-])=O.[K+].[K+].Br[CH2:35][C:36]1[CH:41]=[CH:40][CH:39]=[CH:38][CH:37]=1, predict the reaction product. The product is: [F:1][C:2]1[C:3]([O:27][CH2:35][C:36]2[CH:41]=[CH:40][CH:39]=[CH:38][CH:37]=2)=[CH:4][CH:5]=[C:6]2[C:11]=1[C:10]([CH3:13])([CH3:12])[C:9](=[O:14])[C:8]([C:15]([NH:17][CH2:18][C:19]([O:21][C:22]([CH3:25])([CH3:24])[CH3:23])=[O:20])=[O:16])=[C:7]2[OH:26]. (7) Given the reactants [O:1]1[CH2:5][CH2:4][O:3][CH:2]1[C:6]1[C:11]([O:12][CH3:13])=[CH:10][CH:9]=[C:8]([N+:14]([O-:16])=[O:15])[N:7]=1.Cl[CH2:18][S:19]([C:22]1[CH:27]=[CH:26][CH:25]=[CH:24][CH:23]=1)(=[O:21])=[O:20].[K], predict the reaction product. The product is: [C:22]1([S:19]([CH2:18][C:9]2[C:8]([N+:14]([O-:16])=[O:15])=[N:7][C:6]([CH:2]3[O:3][CH2:4][CH2:5][O:1]3)=[C:11]([O:12][CH3:13])[CH:10]=2)(=[O:21])=[O:20])[CH:27]=[CH:26][CH:25]=[CH:24][CH:23]=1. (8) Given the reactants Cl[C:2]1[CH:7]=[C:6]([CH2:8][N:9]2[CH2:14][CH2:13][N:12]([C:15](=[O:19])[N:16]([CH3:18])[CH3:17])[CH2:11][CH2:10]2)[CH:5]=[CH:4][N:3]=1.[NH2:20][C:21]1[N:22]=[CH:23][C:24]2[C:29]([CH:30]=1)=[CH:28][CH:27]=[CH:26][CH:25]=2.CC1(C)C2C(=C(P(C3C=CC=CC=3)C3C=CC=CC=3)C=CC=2)OC2C(P(C3C=CC=CC=3)C3C=CC=CC=3)=CC=CC1=2.C([O-])([O-])=O.[Cs+].[Cs+], predict the reaction product. The product is: [CH3:17][N:16]([CH3:18])[C:15]([N:12]1[CH2:13][CH2:14][N:9]([CH2:8][C:6]2[CH:5]=[CH:4][N:3]=[C:2]([NH:20][C:21]3[N:22]=[CH:23][C:24]4[C:29]([CH:30]=3)=[CH:28][CH:27]=[CH:26][CH:25]=4)[CH:7]=2)[CH2:10][CH2:11]1)=[O:19]. (9) The product is: [NH3:3].[CH3:2][OH:1].[O:1]1[C:5]2[CH:6]=[CH:7][CH:8]=[CH:9][C:4]=2[N:3]=[C:2]1[C:10]1[CH:11]=[C:12]([NH:16][C:17]([C:19]2([NH2:25])[CH2:24][CH2:23][N:22]([C:27]3[N:35]=[CH:34][N:33]=[C:32]4[C:28]=3[NH:29][C:30](=[O:36])[NH:31]4)[CH2:21][CH2:20]2)=[O:18])[CH:13]=[CH:14][CH:15]=1. Given the reactants [O:1]1[C:5]2[CH:6]=[CH:7][CH:8]=[CH:9][C:4]=2[N:3]=[C:2]1[C:10]1[CH:11]=[C:12]([NH:16][C:17]([C:19]2([NH2:25])[CH2:24][CH2:23][NH:22][CH2:21][CH2:20]2)=[O:18])[CH:13]=[CH:14][CH:15]=1.Cl[C:27]1[N:35]=[CH:34][N:33]=[C:32]2[C:28]=1[NH:29][C:30](=[O:36])[NH:31]2.C(N(CC)CC)C, predict the reaction product. (10) Given the reactants C(OC([NH:8][C:9]1[O:17][C:16]2[C:11](=[N:12][CH:13]=[C:14]([CH3:18])[CH:15]=2)[C:10]=1[C:19]([NH:21][C:22]1[CH:23]=[N:24][CH:25]=[CH:26][C:27]=1[N:28]1[CH2:33][C@H:32]([CH3:34])[CH2:31][C@H:30]([NH:35]C(=O)OC(C)(C)C)[CH2:29]1)=[O:20])=O)(C)(C)C.Cl.O1CCOCC1, predict the reaction product. The product is: [NH2:8][C:9]1[O:17][C:16]2[C:11](=[N:12][CH:13]=[C:14]([CH3:18])[CH:15]=2)[C:10]=1[C:19]([NH:21][C:22]1[CH:23]=[N:24][CH:25]=[CH:26][C:27]=1[N:28]1[CH2:33][C@H:32]([CH3:34])[CH2:31][C@H:30]([NH2:35])[CH2:29]1)=[O:20].